From a dataset of Peptide-MHC class II binding affinity with 134,281 pairs from IEDB. Regression. Given a peptide amino acid sequence and an MHC pseudo amino acid sequence, predict their binding affinity value. This is MHC class II binding data. (1) The peptide sequence is SAHCIGITDRDFIEG. The MHC is DRB5_0101 with pseudo-sequence DRB5_0101. The binding affinity (normalized) is 0. (2) The peptide sequence is EMGANLCVERVLDCR. The MHC is DRB1_1101 with pseudo-sequence DRB1_1101. The binding affinity (normalized) is 0.395. (3) The peptide sequence is DRSIALTFLAVGGVL. The MHC is DRB1_0701 with pseudo-sequence DRB1_0701. The binding affinity (normalized) is 0.695. (4) The peptide sequence is AFAATHNPWASQRF. The MHC is DRB1_1201 with pseudo-sequence DRB1_1201. The binding affinity (normalized) is 0. (5) The peptide sequence is SSVASGFIGFCKSMG. The MHC is DRB1_0101 with pseudo-sequence DRB1_0101. The binding affinity (normalized) is 0.682. (6) The peptide sequence is YKFIPSLEAAVKQAY. The MHC is DRB1_1501 with pseudo-sequence DRB1_1501. The binding affinity (normalized) is 0.397. (7) The peptide sequence is RDLLLIVTRIVELLGR. The MHC is HLA-DQA10102-DQB10602 with pseudo-sequence HLA-DQA10102-DQB10602. The binding affinity (normalized) is 0.293. (8) The peptide sequence is PGMMMGMFNMLSTVL. The MHC is DRB1_1101 with pseudo-sequence DRB1_1101. The binding affinity (normalized) is 0.395. (9) The peptide sequence is YDKFLANVSTVKTGK. The MHC is DRB1_0404 with pseudo-sequence DRB1_0404. The binding affinity (normalized) is 0.655. (10) The peptide sequence is AARLFKAFILDGDKL. The MHC is HLA-DPA10103-DPB10301 with pseudo-sequence HLA-DPA10103-DPB10301. The binding affinity (normalized) is 0.303.